This data is from Forward reaction prediction with 1.9M reactions from USPTO patents (1976-2016). The task is: Predict the product of the given reaction. Given the reactants [CH2:1]([O:3][C:4]1[C:9]2[B:10]([OH:17])[O:11][CH:12]([CH2:13][N+:14]([O-])=O)[C:8]=2[C:7]([CH:18]=[CH2:19])=[CH:6][CH:5]=1)[CH3:2].N, predict the reaction product. The product is: [NH2:14][CH2:13][CH:12]1[O:11][B:10]([OH:17])[C:9]2[C:4]([O:3][CH2:1][CH3:2])=[CH:5][CH:6]=[C:7]([CH:18]=[CH2:19])[C:8]1=2.